This data is from Forward reaction prediction with 1.9M reactions from USPTO patents (1976-2016). The task is: Predict the product of the given reaction. (1) Given the reactants [N:1]1[CH:6]=[CH:5][CH:4]=[CH:3][C:2]=1/[CH:7]=[CH:8]/[C:9]1[C:17]2[C:12](=[CH:13][C:14]([CH:18]=O)=[CH:15][CH:16]=2)[N:11]([CH:20]2[CH2:25][CH2:24][CH2:23][CH2:22][O:21]2)[N:10]=1.[NH:26]1[C:34]2[C:29](=[CH:30][CH:31]=[CH:32][CH:33]=2)[CH2:28][C:27]1=[O:35].N1CCCCC1, predict the reaction product. The product is: [N:1]1[CH:6]=[CH:5][CH:4]=[CH:3][C:2]=1/[CH:7]=[CH:8]/[C:9]1[C:17]2[C:12](=[CH:13][C:14](/[CH:18]=[C:28]3/[C:27](=[O:35])[NH:26][C:34]4[C:29]/3=[CH:30][CH:31]=[CH:32][CH:33]=4)=[CH:15][CH:16]=2)[N:11]([CH:20]2[CH2:25][CH2:24][CH2:23][CH2:22][O:21]2)[N:10]=1. (2) Given the reactants [CH:1]([C:4]1[N:9]=[C:8]([C:10]2[CH:15]=[CH:14][CH:13]=[C:12]([N+:16]([O-:18])=[O:17])[CH:11]=2)[N:7]=[C:6]([OH:19])[CH:5]=1)([CH3:3])[CH3:2].[F:20][C:21]1[CH:28]=[CH:27][C:24]([CH2:25]Br)=[CH:23][CH:22]=1, predict the reaction product. The product is: [F:20][C:21]1[CH:28]=[CH:27][C:24]([CH2:25][O:19][C:6]2[CH:5]=[C:4]([CH:1]([CH3:3])[CH3:2])[N:9]=[C:8]([C:10]3[CH:15]=[CH:14][CH:13]=[C:12]([N+:16]([O-:18])=[O:17])[CH:11]=3)[N:7]=2)=[CH:23][CH:22]=1.